This data is from Catalyst prediction with 721,799 reactions and 888 catalyst types from USPTO. The task is: Predict which catalyst facilitates the given reaction. (1) The catalyst class is: 19. Product: [F:1][C:2]1[CH:3]=[C:4]([CH:9]2[CH2:14][C:13]([C:15]([F:17])([F:18])[F:16])([OH:19])[CH2:12][CH2:11][NH:10]2)[CH:5]=[CH:6][C:7]=1[F:8]. Reactant: [F:1][C:2]1[CH:3]=[C:4]([CH:9]2[CH2:14][C:13]([OH:19])([C:15]([F:18])([F:17])[F:16])[CH2:12][CH2:11][N:10]2C(OCC2C=CC=CC=2)=O)[CH:5]=[CH:6][C:7]=1[F:8]. (2) Reactant: ClC(Cl)(Cl)COC(=O)[NH:6][C:7]1[CH:12]=[CH:11][C:10]([S:13][C:14]2[CH:19]=[CH:18][C:17]([C:20](=[O:32])[NH:21][C:22]3[CH:27]=[CH:26][C:25]([C:28]([F:31])([F:30])[F:29])=[CH:24][N:23]=3)=[CH:16][C:15]=2[NH:33][C:34]2[C:35]3[CH:43]=[CH:42][C:41]([CH:44]([CH3:46])[CH3:45])=[N:40][C:36]=3[N:37]=[CH:38][N:39]=2)=[CH:9][CH:8]=1.[OH-].[Na+].Cl. Product: [NH2:6][C:7]1[CH:12]=[CH:11][C:10]([S:13][C:14]2[CH:19]=[CH:18][C:17]([C:20]([NH:21][C:22]3[CH:27]=[CH:26][C:25]([C:28]([F:31])([F:29])[F:30])=[CH:24][N:23]=3)=[O:32])=[CH:16][C:15]=2[NH:33][C:34]2[C:35]3[CH:43]=[CH:42][C:41]([CH:44]([CH3:46])[CH3:45])=[N:40][C:36]=3[N:37]=[CH:38][N:39]=2)=[CH:9][CH:8]=1. The catalyst class is: 30. (3) Reactant: [C:1]1([CH2:7][C:8]2[NH:9][O:10][C:11](=[S:13])[N:12]=2)[CH:6]=[CH:5][CH:4]=[CH:3][CH:2]=1.CCN(C(C)C)C(C)C.Br[CH2:24][CH2:25][OH:26]. Product: [C:1]1([CH2:7][C:8]2[N:12]=[C:11]([S:13][CH2:24][CH2:25][OH:26])[O:10][N:9]=2)[CH:2]=[CH:3][CH:4]=[CH:5][CH:6]=1. The catalyst class is: 1. (4) Reactant: [O:1]1[C:6]2[CH:7]=[CH:8][C:9]([CH2:11][N:12]([CH:20]3[CH2:25][CH2:24][N:23]([CH2:26][CH2:27][N:28]4[C:37]5[C:32](=[C:33]([C:40](=[N:43][OH:44])[CH2:41][CH3:42])[CH:34]=[C:35]([O:38][CH3:39])[CH:36]=5)[CH:31]=[CH:30][C:29]4=[O:45])[CH2:22][CH2:21]3)C(=O)OC(C)(C)C)=[CH:10][C:5]=2[O:4][CH2:3][CH2:2]1.[ClH:46].C(OCC)(=O)C. Product: [ClH:46].[O:1]1[C:6]2[CH:7]=[CH:8][C:9]([CH2:11][NH:12][CH:20]3[CH2:21][CH2:22][N:23]([CH2:26][CH2:27][N:28]4[C:37]5[C:32](=[C:33]([C:40](=[N:43][OH:44])[CH2:41][CH3:42])[CH:34]=[C:35]([O:38][CH3:39])[CH:36]=5)[CH:31]=[CH:30][C:29]4=[O:45])[CH2:24][CH2:25]3)=[CH:10][C:5]=2[O:4][CH2:3][CH2:2]1. The catalyst class is: 13. (5) Reactant: [Cl:1][C:2]1[CH:7]=[CH:6][C:5]([NH:8][C:9]([CH:11]2[CH2:15][C:14](=[O:16])[NH:13][NH:12]2)=[O:10])=[C:4]([C:17](=[O:24])[NH:18][CH:19]([CH:21]2[CH2:23][CH2:22]2)[CH3:20])[CH:3]=1.Cl[C:26]1[C:31]([Cl:32])=[CH:30][CH:29]=[CH:28][N:27]=1.[H-].[Na+].O. Product: [Cl:1][C:2]1[CH:7]=[CH:6][C:5]([NH:8][C:9]([CH:11]2[N:12]([C:26]3[C:31]([Cl:32])=[CH:30][CH:29]=[CH:28][N:27]=3)[N:13]=[C:14]([OH:16])[CH2:15]2)=[O:10])=[C:4]([C:17](=[O:24])[NH:18][CH:19]([CH:21]2[CH2:22][CH2:23]2)[CH3:20])[CH:3]=1. The catalyst class is: 42. (6) Reactant: [CH3:1][C:2]1([CH3:18])[C:11]2[C:6](=[CH:7][C:8]([N+:14]([O-])=O)=[C:9]([O:12][CH3:13])[CH:10]=2)[NH:5][C:4](=[O:17])[CH2:3]1.CO.[H][H]. Product: [NH2:14][C:8]1[CH:7]=[C:6]2[C:11]([C:2]([CH3:1])([CH3:18])[CH2:3][C:4](=[O:17])[NH:5]2)=[CH:10][C:9]=1[O:12][CH3:13]. The catalyst class is: 78. (7) Reactant: [CH2:1](Br)[C:2]#[CH:3].[CH3:5][C:6]([CH3:23])([CH3:22])[C:7]([NH:9][C:10]1[CH:19]=[C:18]([F:20])[CH:17]=[C:16]([OH:21])[C:11]=1[C:12]([O:14][CH3:15])=[O:13])=[O:8].C(=O)([O-])[O-].[K+].[K+]. Product: [CH3:5][C:6]([CH3:23])([CH3:22])[C:7]([NH:9][C:10]1[CH:19]=[C:18]([F:20])[CH:17]=[C:16]([O:21][CH2:3][C:2]#[CH:1])[C:11]=1[C:12]([O:14][CH3:15])=[O:13])=[O:8]. The catalyst class is: 21. (8) Product: [CH:1]1([N:4]([CH2:5][C:6]2[CH:15]=[C:14]3[C:9]([NH:10][C:11](=[O:19])[C:12]4[N:13]3[CH:16]=[CH:17][CH:18]=4)=[CH:8][CH:7]=2)[S:28]([CH3:27])(=[O:30])=[O:29])[CH2:3][CH2:2]1. The catalyst class is: 12. Reactant: [CH:1]1([NH:4][CH2:5][C:6]2[CH:15]=[C:14]3[C:9]([NH:10][C:11](=[O:19])[C:12]4[N:13]3[CH:16]=[CH:17][CH:18]=4)=[CH:8][CH:7]=2)[CH2:3][CH2:2]1.C(N(CC)CC)C.[CH3:27][S:28](Cl)(=[O:30])=[O:29].